From a dataset of NCI-60 drug combinations with 297,098 pairs across 59 cell lines. Regression. Given two drug SMILES strings and cell line genomic features, predict the synergy score measuring deviation from expected non-interaction effect. (1) Drug 1: CCC1=C2CN3C(=CC4=C(C3=O)COC(=O)C4(CC)O)C2=NC5=C1C=C(C=C5)O. Drug 2: CC(C)NC(=O)C1=CC=C(C=C1)CNNC.Cl. Cell line: OVCAR-5. Synergy scores: CSS=27.6, Synergy_ZIP=-6.41, Synergy_Bliss=0.595, Synergy_Loewe=-86.1, Synergy_HSA=0.876. (2) Drug 1: C1=NC2=C(N=C(N=C2N1C3C(C(C(O3)CO)O)O)F)N. Drug 2: CC1CCC2CC(C(=CC=CC=CC(CC(C(=O)C(C(C(=CC(C(=O)CC(OC(=O)C3CCCCN3C(=O)C(=O)C1(O2)O)C(C)CC4CCC(C(C4)OC)OCCO)C)C)O)OC)C)C)C)OC. Cell line: MOLT-4. Synergy scores: CSS=41.3, Synergy_ZIP=-2.51, Synergy_Bliss=1.72, Synergy_Loewe=-5.40, Synergy_HSA=0.961.